Dataset: Reaction yield outcomes from USPTO patents with 853,638 reactions. Task: Predict the reaction yield, written as a fraction of the theoretical maximum amount of product (1.0 means a 100% yield; for example, 0.34 means a 34% yield). (1) The reactants are [Br-].[CH2:2]([O:4][C:5]([CH2:7][NH+:8]1[C:16]2[C:11](=[CH:12][CH:13]=[CH:14][CH:15]=2)[CH:10](N2CCCC2)[C:9]1=C)=[O:6])[CH3:3].[C:23]([CH2:25][C:26]([O:28]C(C)(C)C)=[O:27])#[N:24].[CH3:33]C[O-].[Na+].Cl.FC(F)(F)C(O)=O. The catalyst is C(Cl)(Cl)Cl.CCO.CCOC(C)=O.O. The product is [C:23]([C:25](=[CH:33][C:10]1[C:11]2[C:16](=[CH:15][CH:14]=[CH:13][CH:12]=2)[N:8]([CH2:7][C:5]([O:4][CH2:2][CH3:3])=[O:6])[CH:9]=1)[C:26]([OH:28])=[O:27])#[N:24]. The yield is 0.970. (2) The reactants are Br[C:2]1[CH:3]=[CH:4][C:5]2[N:6]([C:8]([S:11][C:12]3[CH:13]=[C:14]4[C:19](=[CH:20][CH:21]=3)[N:18]=[CH:17][C:16]([N:22]3[CH2:26][CH2:25][C@H:24]([N:27]([CH3:29])[CH3:28])[CH2:23]3)=[CH:15]4)=[N:9][N:10]=2)[CH:7]=1.N#N.C([Sn](CCCC)(CCCC)[C:37]([O:39][CH2:40][CH3:41])=[CH2:38])CCC. The catalyst is CN(C=O)C.Cl[Pd](Cl)([P](C1C=CC=CC=1)(C1C=CC=CC=1)C1C=CC=CC=1)[P](C1C=CC=CC=1)(C1C=CC=CC=1)C1C=CC=CC=1. The product is [CH2:40]([O:39][C:37]([C:2]1[CH:3]=[CH:4][C:5]2[N:6]([C:8]([S:11][C:12]3[CH:13]=[C:14]4[C:19](=[CH:20][CH:21]=3)[N:18]=[CH:17][C:16]([N:22]3[CH2:26][CH2:25][C@H:24]([N:27]([CH3:28])[CH3:29])[CH2:23]3)=[CH:15]4)=[N:9][N:10]=2)[CH:7]=1)=[CH2:38])[CH3:41]. The yield is 0.139. (3) The product is [CH2:23]([O:22][C:20](=[O:21])[CH2:19][O:15][C:12]1[CH:13]=[CH:14][C:9]([O:8][CH2:1][C:2]2[CH:3]=[CH:4][CH:5]=[CH:6][CH:7]=2)=[CH:10][C:11]=1[CH:16]=[CH2:17])[CH3:24]. The yield is 1.00. The catalyst is CN(C=O)C. The reactants are [CH2:1]([O:8][C:9]1[CH:14]=[CH:13][C:12]([OH:15])=[C:11]([CH:16]=[CH2:17])[CH:10]=1)[C:2]1[CH:7]=[CH:6][CH:5]=[CH:4][CH:3]=1.Br[CH2:19][C:20]([O:22][CH2:23][CH3:24])=[O:21].C(=O)([O-])[O-].[Cs+].[Cs+].